The task is: Predict the product of the given reaction.. This data is from Forward reaction prediction with 1.9M reactions from USPTO patents (1976-2016). (1) The product is: [F:1][C:2]1[C:3]([OH:52])=[CH:4][C:5]([CH2:47][C:48]([F:50])([F:51])[F:49])=[C:6]([C:8]2[N:13]=[C:12]([NH:14][CH2:15][C:16]3[CH:21]=[CH:20][CH:19]=[CH:18][C:17]=3[N:22]([S:23]([C:26]3[CH:31]=[CH:30][CH:29]=[C:28]([OH:32])[CH:27]=3)(=[O:25])=[O:24])[CH3:34])[C:11]3[C:35]([C:59]([NH:58][CH3:57])=[O:72])=[N:36][NH:37][C:10]=3[CH:9]=2)[CH:7]=1. Given the reactants [F:1][C:2]1[C:3]([O:52]C)=[CH:4][C:5]([CH2:47][C:48]([F:51])([F:50])[F:49])=[C:6]([C:8]2[N:13]=[C:12]([NH:14][CH2:15][C:16]3[CH:21]=[CH:20][CH:19]=[CH:18][C:17]=3[N:22]([CH3:34])[S:23]([C:26]3[CH:31]=[CH:30][CH:29]=[C:28]([O:32]C)[CH:27]=3)(=[O:25])=[O:24])[C:11]3[C:35](I)=[N:36][N:37](COCC[Si](C)(C)C)[C:10]=3[CH:9]=2)[CH:7]=1.C1CCN2[C:57](=[N:58][CH2:59]CC2)CC1.B(Br)(Br)Br.C1C[O:72]CC1, predict the reaction product. (2) Given the reactants [I:1][C:2]1[CH:3]=[N:4][C:5]([N:8]2[CH2:13][CH2:12][NH:11][CH2:10][CH2:9]2)=[N:6][CH:7]=1.C(N(CC)CC)C.[CH3:21][S:22](Cl)(=[O:24])=[O:23], predict the reaction product. The product is: [I:1][C:2]1[CH:3]=[N:4][C:5]([N:8]2[CH2:9][CH2:10][N:11]([S:22]([CH3:21])(=[O:24])=[O:23])[CH2:12][CH2:13]2)=[N:6][CH:7]=1. (3) Given the reactants [CH2:1]([N:8]1[C:12]2[CH:13]=[C:14]([C:17]3[CH:22]=[CH:21][CH:20]=[C:19]([N+:23]([O-:25])=[O:24])[CH:18]=3)[CH:15]=[CH:16][C:11]=2[NH:10][C:9]1=O)[C:2]1[CH:7]=[CH:6][CH:5]=[CH:4][CH:3]=1.COC1C=CC(P2(SP(C3C=CC(OC)=CC=3)(=S)S2)=[S:36])=CC=1, predict the reaction product. The product is: [CH2:1]([N:8]1[C:12]2[CH:13]=[C:14]([C:17]3[CH:22]=[CH:21][CH:20]=[C:19]([N+:23]([O-:25])=[O:24])[CH:18]=3)[CH:15]=[CH:16][C:11]=2[NH:10][C:9]1=[S:36])[C:2]1[CH:7]=[CH:6][CH:5]=[CH:4][CH:3]=1. (4) Given the reactants [CH2:1]([N:4]1[C:12](=[O:13])[C:11]2[C:6](=[CH:7][CH:8]=[CH:9][CH:10]=2)[C:5]1=[O:14])[CH:2]=[CH2:3].B1C2CCCC1CCC2.C([O-])([O-])=O.[K+].[K+].Br[C:31]1[CH:36]=[CH:35][C:34]([Br:37])=[CH:33][N:32]=1, predict the reaction product. The product is: [Br:37][C:34]1[CH:35]=[CH:36][C:31]([CH2:3][CH2:2][CH2:1][N:4]2[C:12](=[O:13])[C:11]3[C:6](=[CH:7][CH:8]=[CH:9][CH:10]=3)[C:5]2=[O:14])=[N:32][CH:33]=1. (5) Given the reactants [C:1]([O:5][C:6]([NH:8][C@@H:9]([CH2:18]/[CH:19]=[CH:20]/[C:21]1[CH:26]=[CH:25][C:24]([B:27]2[O:31][C:30]([CH3:33])([CH3:32])[C:29]([CH3:35])([CH3:34])[O:28]2)=[CH:23][CH:22]=1)[C:10]([O:12][CH:13]1[CH2:17][CH2:16][CH2:15][CH2:14]1)=[O:11])=[O:7])([CH3:4])([CH3:3])[CH3:2].Br[C:37]1C=CC(I)=C(C)C=1, predict the reaction product. The product is: [C:1]([O:5][C:6]([NH:8][C@@H:9]([CH2:18]/[CH:19]=[CH:20]/[C:21]1[CH:26]=[CH:25][C:24]([B:27]2[O:31][C:30]([CH3:33])([CH3:32])[C:29]([CH3:35])([CH3:34])[O:28]2)=[CH:23][C:22]=1[CH3:37])[C:10]([O:12][CH:13]1[CH2:17][CH2:16][CH2:15][CH2:14]1)=[O:11])=[O:7])([CH3:4])([CH3:2])[CH3:3]. (6) Given the reactants [CH:1]1([C:4]2[C:13]3[C:8](=[CH:9][CH:10]=[CH:11][CH:12]=3)[CH:7]=[N:6][C:5]=2[NH2:14])[CH2:3][CH2:2]1.[Cl:15][C:16]1[CH:21]=[CH:20][C:19]([S:22](Cl)(=[O:24])=[O:23])=[CH:18][N:17]=1, predict the reaction product. The product is: [Cl:15][C:16]1[N:17]=[CH:18][C:19]([S:22]([NH:14][C:5]2[N:6]=[CH:7][C:8]3[C:13]([C:4]=2[CH:1]2[CH2:3][CH2:2]2)=[CH:12][CH:11]=[CH:10][CH:9]=3)(=[O:24])=[O:23])=[CH:20][CH:21]=1. (7) Given the reactants [CH3:1][C:2]1[C:6]([CH2:7][N:8]2[CH:12]=[C:11]([N:13]3[C:17](=[O:18])[CH2:16][NH:15][C:14]3=[O:19])[CH:10]=[N:9]2)=[C:5]([CH3:20])[O:4][N:3]=1.[CH3:21][O:22][C:23]1[CH:24]=[C:25]([CH:29]=[CH:30][CH:31]=1)[CH2:26][CH2:27]Br, predict the reaction product. The product is: [CH3:1][C:2]1[C:6]([CH2:7][N:8]2[CH:12]=[C:11]([N:13]3[C:17](=[O:18])[CH2:16][N:15]([CH2:27][CH2:26][C:25]4[CH:29]=[CH:30][CH:31]=[C:23]([O:22][CH3:21])[CH:24]=4)[C:14]3=[O:19])[CH:10]=[N:9]2)=[C:5]([CH3:20])[O:4][N:3]=1. (8) Given the reactants [CH:1]1([C:4]2[CH:5]=[C:6]([NH:11][CH:12]3[CH2:17][CH2:16][N:15]([C@H:18]4[CH2:23][CH2:22][C@H:21]([O:24][CH2:25][CH3:26])[CH2:20][CH2:19]4)[CH2:14][CH2:13]3)[C:7]([NH2:10])=[CH:8][CH:9]=2)[CH2:3][CH2:2]1.C(N(C(C)C)CC)(C)C.[Cl:36][C:37](Cl)([O:39]C(=O)OC(Cl)(Cl)Cl)Cl, predict the reaction product. The product is: [ClH:36].[CH:1]1([C:4]2[CH:9]=[CH:8][C:7]3[NH:10][C:37](=[O:39])[N:11]([CH:12]4[CH2:13][CH2:14][N:15]([C@H:18]5[CH2:23][CH2:22][C@H:21]([O:24][CH2:25][CH3:26])[CH2:20][CH2:19]5)[CH2:16][CH2:17]4)[C:6]=3[CH:5]=2)[CH2:2][CH2:3]1. (9) Given the reactants [Cl:1][C:2]1[CH:16]=[C:15]([F:17])[C:14]([N:18]2[C:23](=[O:24])[CH:22]=[C:21]([C:25]([F:28])([F:27])[F:26])[N:20]([CH3:29])[C:19]2=[O:30])=[CH:13][C:3]=1[O:4][C:5]1[C:6]([O:11]C)=[N:7][CH:8]=[CH:9][CH:10]=1.B(Br)(Br)Br, predict the reaction product. The product is: [Cl:1][C:2]1[CH:16]=[C:15]([F:17])[C:14]([N:18]2[C:23](=[O:24])[CH:22]=[C:21]([C:25]([F:28])([F:27])[F:26])[N:20]([CH3:29])[C:19]2=[O:30])=[CH:13][C:3]=1[O:4][C:5]1[C:6](=[O:11])[NH:7][CH:8]=[CH:9][CH:10]=1.